Task: Predict the product of the given reaction.. Dataset: Forward reaction prediction with 1.9M reactions from USPTO patents (1976-2016) Given the reactants [CH2:1]([C:5]1[N:10]=[C:9]([CH3:11])[N:8]([C:12]2[N:17]=[CH:16][C:15]([OH:18])=[CH:14][N:13]=2)[C:7](=[O:19])[C:6]=1[CH2:20][C:21]1[CH:26]=[CH:25][C:24]([C:27]2[C:28]([C:33]#[N:34])=[CH:29][CH:30]=[CH:31][CH:32]=2)=[CH:23][CH:22]=1)[CH2:2][CH2:3][CH3:4].C(=O)([O-])[O-].[K+].[K+].I[CH2:42][CH3:43], predict the reaction product. The product is: [CH2:1]([C:5]1[N:10]=[C:9]([CH3:11])[N:8]([C:12]2[N:17]=[CH:16][C:15]([O:18][CH2:42][CH3:43])=[CH:14][N:13]=2)[C:7](=[O:19])[C:6]=1[CH2:20][C:21]1[CH:22]=[CH:23][C:24]([C:27]2[C:28]([C:33]#[N:34])=[CH:29][CH:30]=[CH:31][CH:32]=2)=[CH:25][CH:26]=1)[CH2:2][CH2:3][CH3:4].